This data is from Retrosynthesis with 50K atom-mapped reactions and 10 reaction types from USPTO. The task is: Predict the reactants needed to synthesize the given product. (1) Given the product CS(=O)(=O)Nc1cc(C(=O)NC2CC2)ccc1F, predict the reactants needed to synthesize it. The reactants are: CS(=O)(=O)Cl.Nc1cc(C(=O)NC2CC2)ccc1F. (2) Given the product CCOC(=O)C=C1CCC2(CC1)OC(c1ccc3ncnn3c1)=C(c1cccc(C)c1)C2=O, predict the reactants needed to synthesize it. The reactants are: CCOC(=O)CP(=O)(OCC)OCC.Cc1cccc(C2=C(c3ccc4ncnn4c3)OC3(CCC(=O)CC3)C2=O)c1.